The task is: Predict which catalyst facilitates the given reaction.. This data is from Catalyst prediction with 721,799 reactions and 888 catalyst types from USPTO. (1) Reactant: [F:1][C:2]1[CH:3]=[C:4]2[C:8](=[CH:9][CH:10]=1)[NH:7][C:6](=[O:11])[CH2:5]2.C[Si]([N-][Si](C)(C)C)(C)C.[Na+].Cl[CH2:23][CH2:24][N:25]([CH2:33][CH2:34]Cl)[C:26](=[O:32])[O:27][C:28]([CH3:31])([CH3:30])[CH3:29]. Product: [CH3:31][C:28]([O:27][C:26]([N:25]1[CH2:33][CH2:34][C:5]2([C:6](=[O:11])[NH:7][C:8]3[CH:9]=[CH:10][C:2]([F:1])=[CH:3][C:4]2=3)[CH2:23][CH2:24]1)=[O:32])([CH3:29])[CH3:30]. The catalyst class is: 7. (2) Reactant: [C:1]([NH:4][NH:5][C:6]([C:8]1[C:12]2[CH:13]=[C:14]([N+:17]([O-:19])=[O:18])[CH:15]=[CH:16][C:11]=2[S:10][N:9]=1)=[O:7])(=O)[CH3:2].P(Cl)(Cl)(Cl)=O. Product: [CH3:2][C:1]1[O:7][C:6]([C:8]2[C:12]3[CH:13]=[C:14]([N+:17]([O-:19])=[O:18])[CH:15]=[CH:16][C:11]=3[S:10][N:9]=2)=[N:5][N:4]=1. The catalyst class is: 10. (3) Reactant: [CH2:1]([O:3][C:4](=[O:15])[CH2:5][C:6]1[CH:11]=[CH:10][C:9]([NH:12][CH:13]=O)=[CH:8][CH:7]=1)[CH3:2]. Product: [CH2:1]([O:3][C:4](=[O:15])[CH2:5][C:6]1[CH:11]=[CH:10][C:9]([NH:12][CH3:13])=[CH:8][CH:7]=1)[CH3:2]. The catalyst class is: 1. (4) The catalyst class is: 267. Reactant: Br[C:2]1[CH:7]=[CH:6][C:5]([CH:8]2[NH:13][C:12](=[O:14])[N:11]([C:15]3[CH:20]=[CH:19][CH:18]=[C:17]([C:21]([F:24])([F:23])[F:22])[CH:16]=3)[C:10]3[CH2:25][CH2:26][C:27](=[O:28])[C:9]2=3)=[C:4]([S:29]([CH3:32])(=[O:31])=[O:30])[CH:3]=1.O.[CH3:34][N:35](C)C=O. Product: [O:14]=[C:12]1[N:11]([C:15]2[CH:20]=[CH:19][CH:18]=[C:17]([C:21]([F:24])([F:23])[F:22])[CH:16]=2)[C:10]2[CH2:25][CH2:26][C:27](=[O:28])[C:9]=2[CH:8]([C:5]2[CH:6]=[CH:7][C:2]([C:34]#[N:35])=[CH:3][C:4]=2[S:29]([CH3:32])(=[O:30])=[O:31])[NH:13]1. (5) Reactant: [CH:1]1[C:6]([C:7]2[CH:13]=[C:12]([NH2:14])[C:10](=[O:11])[NH:9][CH:8]=2)=[CH:5][CH:4]=[N:3][CH:2]=1.[C:15]([C:19]1[CH:27]=[CH:26][C:22]([C:23](Cl)=[O:24])=[CH:21][CH:20]=1)([CH3:18])([CH3:17])[CH3:16]. Product: [C:15]([C:19]1[CH:20]=[CH:21][C:22]([C:23]([NH:14][C:12]2[C:10](=[O:11])[NH:9][CH:8]=[C:7]([C:6]3[CH:1]=[CH:2][N:3]=[CH:4][CH:5]=3)[CH:13]=2)=[O:24])=[CH:26][CH:27]=1)([CH3:18])([CH3:16])[CH3:17]. The catalyst class is: 17. (6) Reactant: [CH2:1]([NH:5][C:6]([N:8]1[CH2:12][CH2:11][CH:10]([CH2:13][N:14]2[C:22]3[C:17](=[CH:18][C:19]([C:23]4[CH:24]=[N:25][N:26](C5CCCCO5)[CH:27]=4)=[CH:20][CH:21]=3)[CH:16]=[CH:15]2)[CH2:9]1)=[O:7])[CH:2]([CH3:4])[CH3:3].[BH3-]C#N.[Na+].Cl.CO.ClCCl. Product: [NH:25]1[CH:24]=[C:23]([C:19]2[CH:18]=[C:17]3[C:22](=[CH:21][CH:20]=2)[N:14]([CH2:13][CH:10]2[CH2:11][CH2:12][N:8]([C:6]([NH:5][CH2:1][CH:2]([CH3:4])[CH3:3])=[O:7])[CH2:9]2)[CH2:15][CH2:16]3)[CH:27]=[N:26]1. The catalyst class is: 14. (7) The catalyst class is: 441. Product: [CH3:14][Si:13]([C:11]#[C:12][C:2]1[N:6]2[N:7]=[CH:8][CH:9]=[CH:10][C:5]2=[N:4][CH:3]=1)([CH3:16])[CH3:15]. Reactant: Br[C:2]1[N:6]2[N:7]=[CH:8][CH:9]=[CH:10][C:5]2=[N:4][CH:3]=1.[C:11]([Si:13]([CH3:16])([CH3:15])[CH3:14])#[CH:12].C(N(C(C)C)CC)(C)C. (8) Reactant: [CH2:1]([N:8]1[C:13]2[CH:14]=[C:15]([C:17]3[CH:22]=[CH:21][CH:20]=[CH:19][CH:18]=3)[S:16][C:12]=2[C:11](=[O:23])[N:10]([CH:24]2[CH2:29][CH2:28][N:27](C(OC(C)(C)C)=O)[CH2:26][CH2:25]2)[C:9]1=[O:37])[C:2]1[CH:7]=[CH:6][CH:5]=[CH:4][CH:3]=1.[ClH:38]. Product: [ClH:38].[CH2:1]([N:8]1[C:13]2[CH:14]=[C:15]([C:17]3[CH:22]=[CH:21][CH:20]=[CH:19][CH:18]=3)[S:16][C:12]=2[C:11](=[O:23])[N:10]([CH:24]2[CH2:29][CH2:28][NH:27][CH2:26][CH2:25]2)[C:9]1=[O:37])[C:2]1[CH:3]=[CH:4][CH:5]=[CH:6][CH:7]=1. The catalyst class is: 12. (9) Reactant: [C:1]([O:5][C:6](=[O:20])[C:7]([S:10][C:11]1[S:12][CH:13]=[C:14]([CH2:16][C:17]([OH:19])=[O:18])[N:15]=1)([CH3:9])[CH3:8])([CH3:4])([CH3:3])[CH3:2].[CH:21]1[C:33]2[CH:32]([CH2:34]O)[C:31]3[C:26](=[CH:27][CH:28]=[CH:29][CH:30]=3)[C:25]=2[CH:24]=[CH:23][CH:22]=1.C(N=C=NC(C)C)(C)C. Product: [C:1]([O:5][C:6](=[O:20])[C:7]([S:10][C:11]1[S:12][CH:13]=[C:14]([CH2:16][C:17]([O:19][CH2:34][CH:32]2[C:33]3[CH:21]=[CH:22][CH:23]=[CH:24][C:25]=3[C:26]3[C:31]2=[CH:30][CH:29]=[CH:28][CH:27]=3)=[O:18])[N:15]=1)([CH3:9])[CH3:8])([CH3:2])([CH3:3])[CH3:4]. The catalyst class is: 112. (10) Reactant: O1CCCC1.[CH3:6][CH:7]([OH:10])[CH2:8][CH3:9].[H-].[Na+].[Br:13][C:14]1[N:31]([CH2:32][O:33][CH2:34][CH2:35][Si:36]([CH3:39])([CH3:38])[CH3:37])[C:17]2[CH:18]=[N:19][N:20]([CH2:23][O:24][CH2:25][CH2:26][Si:27]([CH3:30])([CH3:29])[CH3:28])[C:21](=[O:22])[C:16]=2[C:15]=1[CH2:40]Br. Product: [Br:13][C:14]1[N:31]([CH2:32][O:33][CH2:34][CH2:35][Si:36]([CH3:39])([CH3:38])[CH3:37])[C:17]2[CH:18]=[N:19][N:20]([CH2:23][O:24][CH2:25][CH2:26][Si:27]([CH3:30])([CH3:29])[CH3:28])[C:21](=[O:22])[C:16]=2[C:15]=1[CH2:40][O:10][CH:7]([CH2:8][CH3:9])[CH3:6]. The catalyst class is: 6.